From a dataset of Peptide-MHC class II binding affinity with 134,281 pairs from IEDB. Regression. Given a peptide amino acid sequence and an MHC pseudo amino acid sequence, predict their binding affinity value. This is MHC class II binding data. The peptide sequence is DAYVATLTEALRVIA. The MHC is DRB1_0701 with pseudo-sequence DRB1_0701. The binding affinity (normalized) is 0.763.